From a dataset of Reaction yield outcomes from USPTO patents with 853,638 reactions. Predict the reaction yield, written as a fraction of the theoretical maximum amount of product (1.0 means a 100% yield; for example, 0.34 means a 34% yield). (1) The product is [Cl:39][C:33]1[CH:34]=[C:35]([Cl:38])[CH:36]=[CH:37][C:32]=1[C:19]1[C:18]([C:16]#[N:17])=[C:22]([N:23]2[CH2:28][CH2:27][O:26][CH2:25][CH2:24]2)[S:21][C:20]=1[C:29]1[NH:31][N:3]=[N:2][N:1]=1. The yield is 0.544. The reactants are [N-:1]=[N+:2]=[N-:3].[Na+].C(#N)C.[Si](Cl)(Cl)(Cl)Cl.C(Cl)Cl.[C:16]([C:18]1[C:19]([C:32]2[CH:37]=[CH:36][C:35]([Cl:38])=[CH:34][C:33]=2[Cl:39])=[C:20]([C:29]([NH2:31])=O)[S:21][C:22]=1[N:23]1[CH2:28][CH2:27][O:26][CH2:25][CH2:24]1)#[N:17]. No catalyst specified. (2) The reactants are [CH3:1][O:2][C:3]1[CH:35]=[C:34]([O:36][CH3:37])[CH:33]=[CH:32][C:4]=1[CH2:5][N:6]1[C:26]2[C:15]3=[CH:16][C:17]4[CH:18]=[C:19]([CH2:24][OH:25])[N:20]([CH3:23])[C:21]=4[CH:22]=[C:14]3[CH:13]=[CH:12][CH2:11][C:10]=2[C:9]([OH:27])=[C:8]([C:28]([OH:30])=[O:29])[C:7]1=[O:31]. The catalyst is C(Cl)Cl.O=[Mn]=O. The product is [CH3:1][O:2][C:3]1[CH:35]=[C:34]([O:36][CH3:37])[CH:33]=[CH:32][C:4]=1[CH2:5][N:6]1[C:26]2[C:15]3=[CH:16][C:17]4[CH:18]=[C:19]([CH:24]=[O:25])[N:20]([CH3:23])[C:21]=4[CH:22]=[C:14]3[CH:13]=[CH:12][CH2:11][C:10]=2[C:9]([OH:27])=[C:8]([C:28]([OH:30])=[O:29])[C:7]1=[O:31]. The yield is 0.650.